Dataset: TCR-epitope binding with 47,182 pairs between 192 epitopes and 23,139 TCRs. Task: Binary Classification. Given a T-cell receptor sequence (or CDR3 region) and an epitope sequence, predict whether binding occurs between them. (1) The epitope is QASQEVKNW. The TCR CDR3 sequence is CASSYSGTGQPQHF. Result: 0 (the TCR does not bind to the epitope). (2) The epitope is VLWAHGFEL. The TCR CDR3 sequence is CSVEEQNTGELFF. Result: 0 (the TCR does not bind to the epitope).